The task is: Predict the product of the given reaction.. This data is from Forward reaction prediction with 1.9M reactions from USPTO patents (1976-2016). Given the reactants [N:1]([CH:4]([C:6]1[N:7]=[C:8]2[S:23][CH:22]=[CH:21][N:9]2[C:10](=[O:20])[C:11]=1[C:12]1[CH:17]=[C:16]([F:18])[CH:15]=[C:14]([F:19])[CH:13]=1)[CH3:5])=[N+]=[N-].CP(C)C.C(OCC)(=O)C, predict the reaction product. The product is: [NH2:1][CH:4]([C:6]1[N:7]=[C:8]2[S:23][CH:22]=[CH:21][N:9]2[C:10](=[O:20])[C:11]=1[C:12]1[CH:17]=[C:16]([F:18])[CH:15]=[C:14]([F:19])[CH:13]=1)[CH3:5].